This data is from Drug-target binding data from BindingDB using IC50 measurements. The task is: Regression. Given a target protein amino acid sequence and a drug SMILES string, predict the binding affinity score between them. We predict pIC50 (pIC50 = -log10(IC50 in M); higher means more potent). Dataset: bindingdb_ic50. (1) The small molecule is C[C@@]1(C(=O)Nc2ccc(F)nc2)CCCN1c1nc(Nc2cc(C3CC3)[nH]n2)c2cccn2n1. The target protein (P31750) has sequence MNDVAIVKEGWLHKRGEYIKTWRPRYFLLKNDGTFIGYKERPQDVDQRESPLNNFSVAQCQLMKTERPRPNTFIIRCLQWTTVIERTFHVETPEEREEWATAIQTVADGLKRQEEETMDFRSGSPSDNSGAEEMEVSLAKPKHRVTMNEFEYLKLLGKGTFGKVILVKEKATGRYYAMKILKKEVIVAKDEVAHTLTENRVLQNSRHPFLTALKYSFQTHDRLCFVMEYANGGELFFHLSRERVFSEDRARFYGAEIVSALDYLHSEKNVVYRDLKLENLMLDKDGHIKITDFGLCKEGIKDGATMKTFCGTPEYLAPEVLEDNDYGRAVDWWGLGVVMYEMMCGRLPFYNQDHEKLFELILMEEIRFPRTLGPEAKSLLSGLLKKDPTQRLGGGSEDAKEIMQHRFFANIVWQDVYEKKLSPPFKPQVTSETDTRYFDEEFTAQMITITPPDQDDSMECVDSERRPHFPQFSYSASGTA. The pIC50 is 7.7. (2) The small molecule is CC(=O)c1cccc(NC(=O)N/C=C/CN2CCC[C@@H](Cc3ccc(F)cc3)C2)c1. The target protein (P10635) has sequence MGLEALVPLAVIVAIFLLLVDLMHRRQRWAARYPPGPLPLPGLGNLLHVDFQNTPYCFDQLRRRFGDVFSLQLAWTPVVVLNGLAAVREALVTHGEDTADRPPVPITQILGFGPRSQGVFLARYGPAWREQRRFSVSTLRNLGLGKKSLEQWVTEEAACLCAAFANHSGRPFRPNGLLDKAVSNVIASLTCGRRFEYDDPRFLRLLDLAQEGLKEESGFLREVLNAVPVLLHIPALAGKVLRFQKAFLTQLDELLTEHRMTWDPAQPPRDLTEAFLAEMEKAKGNPESSFNDENLRIVVADLFSAGMVTTSTTLAWGLLLMILHPDVQRRVQQEIDDVIGQVRRPEMGDQAHMPYTTAVIHEVQRFGDIVPLGVTHMTSRDIEVQGFRIPKGTTLITNLSSVLKDEAVWEKPFRFHPEHFLDAQGHFVKPEAFLPFSAGRRACLGEPLARMELFLFFTSLLQHFSFSVPTGQPRPSHHGVFAFLVSPSPYELCAVPR. The pIC50 is 6.2. (3) The drug is O=C(CCc1ccccc1)c1ccc(O)c(O)c1[N+](=O)[O-]. The target protein (P22734) has sequence MPLAAVSLGLLLLALLLLLRHLGWGLVTIFWFEYVLQPVHNLIMGDTKEQRILRYVQQNAKPGDPQSVLEAIDTYCTQKEWAMNVGDAKGQIMDAVIREYSPSLVLELGAYCGYSAVRMARLLQPGARLLTMEMNPDYAAITQQMLNFAGLQDKVTILNGASQDLIPQLKKKYDVDTLDMVFLDHWKDRYLPDTLLLEKCGLLRKGTVLLADNVIVPGTPDFLAYVRGSSSFECTHYSSYLEYMKVVDGLEKAIYQGPSSPDKS. The pIC50 is 5.7. (4) The compound is CC(=O)OC[C@@]12[C@H](OC(=O)c3ccccc3)C=C[C@H]3[C@H]1[C@](C)(OC3(C)C)C(=O)[C@@]1(O)C[C@H](C)[C@H](OC(C)=O)[C@@H]1[C@H]2OC(C)=O. The pIC50 is 4.8. The target protein (P27028) has sequence MKYNKLSVAVAAFAFAAVSAQNSNVLKYPETKKVSHTDTYFGTQVSDPYRWLEDDRAEDTKAWVQQEVKFTQDYLAQIPFRDQLKKQLMDIWNYEKISAPFKKGKYTYFSKNDGLQAQSVLYRKDAAGKTEVFLDPNKFSEKGTTSLASVSFNKKGTLVAYSISEGGSDWNKIIILDAETKKQLDETLLDVKFSGISWLGDEGFFYSSYDKPKEGSVLSGMTDKHKVYFHKLGTKQSQDELIIGGDKFPRRYIGAYVTDDQRYLVVSAANATNGNELYIKDLKNKTDFIPIITGFDSNVNVADTDGDTLYLFTDKDAPNKRLVKTTIQNPKAETWKDVIAETSEPLEINTGGGYFFATYMKDAIDQVKQYDKNGKLVRAIKLPGSGNASGFGGEKTEKDLYYSFTNYITPPTIFKYNVTTGNSEVYQKPKVKFNPENYVSEQVFYTSSDGTKIPMMISYKKGLKKDGKNPTILYSYGGFNISLQPAFSVVNAIWMENGGI.... (5) The drug is COc1cccc(CNC(=O)c2c3n(c4c(N5CCN(CCc6ccc(F)c(F)c6)CC5)ncnc24)CCCC3)c1OC. The target protein (O35379) has sequence MALRSFCSADGSDPLWDWNVTWHTSNPDFTKCFQNTVLTWVPCFYLWSCFPLYFFYLSRHDRGYIQMTHLNKTKTALGFFLWIICWADLFYSFWERSQGVLRAPVLLVSPTLLGITMLLATFLIQLERRKGVQSSGIMLTFWLVALLCALAILRSKIISALKKDAHVDVFRDSTFYLYFTLVLVQLVLSCFSDCSPLFSETVHDRNPCPESSASFLSRITFWWITGMMVHGYRQPLESSDLWSLNKEDTSEEVVPVLVNNWKKECDKSRKQPVRIVYAPPKDPSKPKGSSQLDVNEEVEALIVKSPHKDREPSLFKVLYKTFGPYFLMSFLYKALHDLMMFAGPKILELIINFVNDREAPDWQGYFYTALLFVSACLQTLALHQYFHICFVSGMRIKTAVVGAVYRKALLITNAARKSSTVGEIVNLMSVDAQRFMDLATYINMIWSAPLQVILALYFLWLSLGPSVLAGVAVMILMVPLNAVMAMKTKTYQVAHMKSKD.... The pIC50 is 5.6. (6) The compound is O=C(O)c1cc(Cl)cc(Cl)c1O. The target protein sequence is MAASCVLLHTGQKMPLIGLGTWKSEPGQVKAAIKYALTVGYRHIDCAAIYGNELEIGEALTETVGPGKAVPREELFVTSKLWNTKHHPEDVEPALRKTLADLQLEYLDLYLMHWPYAFERGDNPFPKNADGTIRYDATHYKDTWKALEALVAKGLVRALGLSNFSSRQIDDVLSVASVRPAVLQVECHPYLAQNELIAHCQARGLEVTAYSPLGSSDRAWRDPNEPVLLEEPVVQALAEKYNRSPAQILLRWQVQRKVICIPKSVTPSRIPQNIQVFDFTFSPEEMKQLDALNKNLRFIVPMLTVDGKRVPRDAGHPLYPFNDPY. The pIC50 is 5.0. (7) The target protein (Q9ER60) has sequence MASSSLPTLVPPGPHCLRPFTPESLAAIEQRAMEEEARLQRNKQMEIEEPERKPRSDLEAGKNLPLIYGDPPPEVIGVPLEDLDPYYSDKKTFIVLNKGKAIFRFSATPALYMLSPFSIVRRVAIKVLIHALFSMFIMITILTNCVFMTMSNPPSWSKDVEYTFTGIYTFESLIKMLARGFCIDDFTFLRDPWNWLDFSVITMAYVTEFVDLGNISALRTFRVLRALKTITVIPGLKTIVGALIQSVKKLSDVMILTVFCLSVFALVGLQLFMGNLRQKCVRWPPPMNDTNTTWYGNDTWYGNDTWYGNDTWYGNDTWNSQESWVSNSTFDWEAYINDEGNFYFLEGSNDALLCGNSSDAGHCPEGYECMKAGRNPNYGYTSYDTFSWAFLALFRLMTQDYWENLFQLTLRAAGKTYMIFFVVIIFLGSFYLINLILAVVAMAYAEQNEATLAEDQEKEEEFQQMLEKFKKHQEELEKAKAAQALEGGEEADGDPTHSKD.... The small molecule is N=C(N)NCCC[C@@H]1NC(=O)[C@H](CO)NC(=O)[C@H](Cc2cnc[nH]2)NC(=O)[C@H](CC(=O)O)NC(=O)[C@H](CCCNC(=N)N)NC(=O)[C@@H]2CSSC[C@H](N)C(=O)N[C@H]3CSSC[C@H](NC1=O)C(=O)N[C@H](C(=O)O)CSSC[C@H](NC(=O)[C@H](CC(N)=O)NC3=O)C(=O)N[C@@H](CO)C(=O)N[C@@H](CO)C(=O)N[C@@H](CCCCN)C(=O)N[C@@H](Cc1c[nH]c3ccccc13)C(=O)N2. The pIC50 is 7.0. (8) The small molecule is CC(C)OC(=O)Nc1ccc2c(c1)N(C(=O)COC1CC1)c1ccccc1CC2. The target protein (Q14994) has sequence MASREDELRNCVVCGDQATGYHFNALTCEGCKGFFRRTVSKSIGPTCPFAGSCEVSKTQRRHCPACRLQKCLDAGMRKDMILSAEALALRRAKQAQRRAQQTPVQLSKEQEELIRTLLGAHTRHMGTMFEQFVQFRPPAHLFIHHQPLPTLAPVLPLVTHFADINTFMVLQVIKFTKDLPVFRSLPIEDQISLLKGAAVEICHIVLNTTFCLQTQNFLCGPLRYTIEDGARVSPTVGFQVEFLELLFHFHGTLRKLQLQEPEYVLLAAMALFSPDRPGVTQRDEIDQLQEEMALTLQSYIKGQQRRPRDRFLYAKLLGLLAELRSINEAYGYQIQHIQGLSAMMPLLQEICS. The pIC50 is 7.1. (9) The small molecule is O=C([O-])COc1cccc(CN2CCC[C@H]2c2nc(-c3ccccc3)c(-c3ccccc3)o2)c1. The target protein (P43253) has sequence MVASGGRPDGPPSITPESPLIVGGREWQGMAGSCWNITYVQDSVGPATSTLMFVAGVVGNGLALGILGARRRSHPSAFAVLVTGLAVTDLLGTCFLSPAVFVAYARNSSLLGLAHGGTMLCDTFAFAMTFFGLASTLILFAMAVERCLALSHPYLYAQLDGPRCARLALPAIYAFCCLFCSLPLLGLGEHQQYCPGSWCFIRMRSPQPGGCAFSLAYASLMALLVTSIFFCNGSVTLSLCHMYRQQRRHHGSFVPTSRAREDEVYHLILLALMTGIMAVCSLPLTIRGFTQAIAPDSREMGDLHAFRFNAFNPILDPWVFILFRKAVFQRLKFWLCCLCARSVHGDLQTPLSRPVSGRRDTLAPDSLQAKEGNWVPLSTWGTGQVAPLTAVPLSGGDGCSVGMPSKTEAVVACSLC. The pIC50 is 5.0. (10) The compound is N[C@H]1CCCC[C@H]1Nc1cc2cn[nH]c(=O)c2c(Nc2ccc3cccnc3c2)n1. The target protein sequence is ASSGMADSANHLPFFFGNITREEAEDYLVQGGMSDGLYLLRQSRNYLGGFALSVAHGRKAHHYTIERELNGTYAIAGGRTHASPADLCHYHSQESDGLVCLLKKPFNRPQGVQPKTGPFEDLKENLIREYVKQTWNLQGQALEQAIISQKPQLEKLIATTAHEKMPWFHGKISREESEQIVLIGSKTNGKFLIRARDNNGSYALCLLHEGKVLHYRIDKDKTGKLSIPEGKKFDTLWQLVEHYSYKADGLLRVLTVPCQKIGTQGNVNFGGRPQLPGSHPATWSAGGIISRIKSYSFPKPGHRKSSPAQGNRQESTVSFNPYEPELAPWAADKGPQREALPMDTEVYESPYADPEEIRPKEVYLDRKLLTLEDKELGSGNFGTVKKGYYQMKKVVKTVAVKILKNEANDPALKDELLAEANVMQQLDNPYIVRMIGICEAESWMLVMEMAELGPLNKYLQQNRHVKDKNIIELVHQVSMGMKYLEESNFVHRDLAARNVL.... The pIC50 is 7.4.